From a dataset of Reaction yield outcomes from USPTO patents with 853,638 reactions. Predict the reaction yield, written as a fraction of the theoretical maximum amount of product (1.0 means a 100% yield; for example, 0.34 means a 34% yield). (1) The reactants are [C:1]1([S:7]([N:10]2[C:14]3=[N:15][CH:16]=[C:17]([C:19]#[N:20])[CH:18]=[C:13]3[C:12]([CH:21]([C:23]3[C:28]([F:29])=[CH:27][CH:26]=[C:25]([NH:30][S:31](=[O:37])(=[O:36])[N:32]([CH2:34][CH3:35])[CH3:33])[C:24]=3[F:38])[OH:22])=[CH:11]2)(=[O:9])=[O:8])[CH:6]=[CH:5][CH:4]=[CH:3][CH:2]=1.CC(OI1(OC(C)=O)(OC(C)=O)OC(=O)C2C=CC=CC1=2)=O. The catalyst is C(Cl)Cl. The product is [C:1]1([S:7]([N:10]2[C:14]3=[N:15][CH:16]=[C:17]([C:19]#[N:20])[CH:18]=[C:13]3[C:12]([C:21](=[O:22])[C:23]3[C:28]([F:29])=[CH:27][CH:26]=[C:25]([NH:30][S:31](=[O:36])(=[O:37])[N:32]([CH2:34][CH3:35])[CH3:33])[C:24]=3[F:38])=[CH:11]2)(=[O:8])=[O:9])[CH:6]=[CH:5][CH:4]=[CH:3][CH:2]=1. The yield is 0.853. (2) The reactants are [Cl:1][C:2]1[C:3]([O:12][C:13]2[CH:18]=[C:17]([O:19][CH2:20][CH2:21][O:22][CH3:23])[CH:16]=[CH:15][C:14]=2[CH2:24][OH:25])=[N:4][CH:5]=[C:6]([C:8]([F:11])([F:10])[F:9])[CH:7]=1.C(N(CC)C(C)C)(C)C.[Cl:35][C:36]1[CH:41]=[CH:40][C:39]([S:42]([N:45]=[C:46]=[O:47])(=[O:44])=[O:43])=[CH:38][CH:37]=1.[Cl-].[NH4+]. The catalyst is O1CCCC1.CN(C)C1C=CN=CC=1.C(OCC)(=O)C. The product is [Cl:35][C:36]1[CH:37]=[CH:38][C:39]([S:42]([NH:45][C:46](=[O:47])[O:25][CH2:24][C:14]2[CH:15]=[CH:16][C:17]([O:19][CH2:20][CH2:21][O:22][CH3:23])=[CH:18][C:13]=2[O:12][C:3]2[C:2]([Cl:1])=[CH:7][C:6]([C:8]([F:9])([F:11])[F:10])=[CH:5][N:4]=2)(=[O:43])=[O:44])=[CH:40][CH:41]=1. The yield is 0.160. (3) The reactants are [Br:1][C:2]1[C:10]2[C:9](=[O:11])[NH:8][N:7]=[CH:6][C:5]=2[S:4][CH:3]=1.C1(P(C2C=CC=CC=2)C2C=CC=CC=2)C=CC=CC=1.N(/C(OCC)=O)=N\C(OCC)=O.[S:43]1[C:51]2[C:46](=[N:47][C:48]([CH2:52][CH2:53]O)=[CH:49][CH:50]=2)[CH:45]=[CH:44]1. The catalyst is C1COCC1. The product is [Br:1][C:2]1[C:10]2[C:9](=[O:11])[N:8]([CH2:53][CH2:52][C:48]3[N:47]=[C:46]4[CH:45]=[CH:44][S:43][C:51]4=[CH:50][CH:49]=3)[N:7]=[CH:6][C:5]=2[S:4][CH:3]=1. The yield is 0.471. (4) The reactants are [C:1]([O:5][C:6](=[O:17])[NH:7][C@H:8]1[CH2:13][CH2:12][C@@H:11]([N:14]=[N+]=[N-])[CH2:10][CH2:9]1)([CH3:4])([CH3:3])[CH3:2]. The product is [C:1]([O:5][C:6](=[O:17])[NH:7][C@H:8]1[CH2:9][CH2:10][C@@H:11]([NH2:14])[CH2:12][CH2:13]1)([CH3:4])([CH3:2])[CH3:3]. The catalyst is CO.[Pd]. The yield is 0.640. (5) The reactants are [CH3:1]C(C)([O-])C.[K+].[Cl:7][C:8]1[C:9]([O:19][CH:20]2[CH2:25][CH2:24][C:23](=O)[CH2:22][CH2:21]2)=[CH:10][C:11]([F:18])=[C:12]([CH:17]=1)[C:13]([O:15][CH3:16])=[O:14]. The catalyst is [Br-].C[P+](C1C=CC=CC=1)(C1C=CC=CC=1)C1C=CC=CC=1.O1CCCC1.O. The product is [Cl:7][C:8]1[C:9]([O:19][CH:20]2[CH2:25][CH2:24][C:23](=[CH2:1])[CH2:22][CH2:21]2)=[CH:10][C:11]([F:18])=[C:12]([CH:17]=1)[C:13]([O:15][CH3:16])=[O:14]. The yield is 0.830. (6) The reactants are [F:1][C:2]1[CH:7]=[C:6]([F:8])[CH:5]=[CH:4][C:3]=1[C:9]1[N:10]=[C:11]([C:18]2[C:19]([CH3:27])=[N:20][N:21]3[CH:26]=[CH:25][CH:24]=[CH:23][C:22]=23)[S:12][C:13]=1[C:14]([O:16]C)=[O:15].[OH-].[Na+].CCOC(C)=O.Cl. The catalyst is C1COCC1.CO. The product is [F:1][C:2]1[CH:7]=[C:6]([F:8])[CH:5]=[CH:4][C:3]=1[C:9]1[N:10]=[C:11]([C:18]2[C:19]([CH3:27])=[N:20][N:21]3[CH:26]=[CH:25][CH:24]=[CH:23][C:22]=23)[S:12][C:13]=1[C:14]([OH:16])=[O:15]. The yield is 0.930. (7) The reactants are [C:1]([CH:5]1[CH2:10][CH2:9][CH:8]([O:11][C:12]2[CH:13]=[C:14]3[C:19](=[CH:20][CH:21]=2)[CH:18]=[C:17]([CH2:22][N:23]2[CH2:28][CH2:27][C:26]([CH2:32][CH3:33])([C:29]([OH:31])=[O:30])[CH2:25][CH2:24]2)[CH:16]=[CH:15]3)[CH2:7][CH2:6]1)([CH3:4])([CH3:3])[CH3:2].[CH2:34](C1(C(O)=O)CCNCC1)CC.C(C1CCC(OC2C=C3C(=CC=2)C=C(C=O)C=C3)CC1)(C)(C)C.C(O)(=O)C.CO.C([BH3-])#N.[Na+]. No catalyst specified. The product is [C:1]([CH:5]1[CH2:6][CH2:7][CH:8]([O:11][C:12]2[CH:13]=[C:14]3[C:19](=[CH:20][CH:21]=2)[CH:18]=[C:17]([CH2:22][N:23]2[CH2:24][CH2:25][C:26]([CH2:32][CH2:33][CH3:34])([C:29]([OH:31])=[O:30])[CH2:27][CH2:28]2)[CH:16]=[CH:15]3)[CH2:9][CH2:10]1)([CH3:4])([CH3:3])[CH3:2]. The yield is 0.0400. (8) The reactants are [C:1]([Cu])#[N:2].[Na+].[I-].CN[C@@H]1CCCC[C@H]1NC.ClC1C=CC=CC=1.CCCCC[CH2:28][CH2:29][CH2:30][CH2:31][CH2:32][CH2:33][CH3:34]. The catalyst is C(OCC)(=O)C. The product is [CH3:34][C:33]1[CH:28]=[CH:29][C:30]([C:1]#[N:2])=[CH:31][CH:32]=1. The yield is 0.600. (9) The reactants are [NH2:1][C:2]1[CH:3]=[N:4][C:5]([Cl:9])=[C:6](Br)[CH:7]=1.C1(C)C=CC=CC=1P(C1C=CC=CC=1C)C1C=CC=CC=1C.[CH:32]([C:34]1[CH:39]=[CH:38][N:37]=[CH:36][CH:35]=1)=[CH2:33].C(N(CC)CC)C. The catalyst is CN(C=O)C.C1C=CC(/C=C/C(/C=C/C2C=CC=CC=2)=O)=CC=1.C1C=CC(/C=C/C(/C=C/C2C=CC=CC=2)=O)=CC=1.C1C=CC(/C=C/C(/C=C/C2C=CC=CC=2)=O)=CC=1.[Pd].[Pd].C(OCC)(=O)C. The product is [Cl:9][C:5]1[N:4]=[CH:3][C:2]([NH2:1])=[CH:7][C:6]=1/[CH:33]=[CH:32]/[C:34]1[CH:39]=[CH:38][N:37]=[CH:36][CH:35]=1. The yield is 0.840. (10) The yield is 0.820. The catalyst is C(Cl)Cl. The product is [F:36][C:35]([F:38])([F:37])[C:33]([OH:39])=[O:34].[NH2:1][C:2]1[NH:6][N:5]=[C:4]([NH:7][C:8]2[CH:13]=[C:12]([C:14]([F:16])([F:15])[F:17])[C:11]([C:18]3[CH:23]=[CH:22][CH:21]=[C:20]([S:24]([NH2:27])(=[O:26])=[O:25])[CH:19]=3)=[C:10]([Cl:32])[CH:9]=2)[N:3]=1. The reactants are [NH2:1][C:2]1[NH:6][N:5]=[C:4]([NH:7][C:8]2[CH:13]=[C:12]([C:14]([F:17])([F:16])[F:15])[C:11]([C:18]3[CH:23]=[CH:22][CH:21]=[C:20]([S:24]([NH:27]C(C)(C)C)(=[O:26])=[O:25])[CH:19]=3)=[C:10]([Cl:32])[CH:9]=2)[N:3]=1.[C:33]([OH:39])([C:35]([F:38])([F:37])[F:36])=[O:34].